This data is from Reaction yield outcomes from USPTO patents with 853,638 reactions. The task is: Predict the reaction yield, written as a fraction of the theoretical maximum amount of product (1.0 means a 100% yield; for example, 0.34 means a 34% yield). (1) The reactants are C(=O)([O-])[O-].[K+].[K+].[CH3:7][N:8]=[C:9]=[O:10].[CH3:11][C:12]1[C:13]([O:18][C:19]2[CH:24]=[CH:23][C:22]([N+:25]([O-:27])=[O:26])=[CH:21][C:20]=2[C:28]([F:31])([F:30])[F:29])=[N:14][NH:15][C:16]=1[CH3:17].Cl. The catalyst is C(OCC)(=O)C. The product is [CH3:7][NH:8][C:9]([N:15]1[C:16]([CH3:17])=[C:12]([CH3:11])[C:13]([O:18][C:19]2[CH:24]=[CH:23][C:22]([N+:25]([O-:27])=[O:26])=[CH:21][C:20]=2[C:28]([F:29])([F:30])[F:31])=[N:14]1)=[O:10]. The yield is 0.819. (2) The reactants are [C:1]12[CH:24]=[C:22]3[N:23]=[C:19]([CH:20]=[CH:21]3)[CH:18]=[C:16]3[NH:17][C:13]([CH:14]=[CH:15]3)=[CH:12][C:10]3=[N:11][C:7]([CH:8]=[CH:9]3)=[CH:6][C:4]([NH:5]1)=[CH:3][CH:2]=2.[Zn:25](OC(C)=O)OC(C)=O.O.O. The catalyst is C(Cl)(Cl)Cl.CO. The product is [C:1]12[CH:24]=[C:22]3[N:23]=[C:19]([CH:20]=[CH:21]3)[CH:18]=[C:16]3[NH:17][C:13]([CH:14]=[CH:15]3)=[CH:12][C:10]3=[N:11][C:7]([CH:8]=[CH:9]3)=[CH:6][C:4]([NH:5]1)=[CH:3][CH:2]=2.[Zn:25]. The yield is 0.730. (3) The product is [Cl:19][C:5]1[C:6]2[C:11](=[CH:10][C:9]([O:13][CH3:14])=[CH:8][CH:7]=2)[CH:12]=[C:3]([N:2]([CH3:16])[CH3:1])[N:4]=1. The reactants are [CH3:1][N:2]([CH3:16])[C:3]1[N:4]=[C:5](O)[C:6]2[C:11]([CH:12]=1)=[CH:10][C:9]([O:13][CH3:14])=[CH:8][CH:7]=2.O=P(Cl)(Cl)[Cl:19]. No catalyst specified. The yield is 0.530. (4) The reactants are [CH2:1]([O:3][C:4](=[O:33])[CH:5]([O:30][CH2:31][CH3:32])[CH2:6][C:7]1[CH:12]=[CH:11][C:10]([O:13][CH2:14][CH2:15][C:16]2[CH:21]=[CH:20][C:19]([O:22]CC3C=CC=CC=3)=[CH:18][CH:17]=2)=[CH:9][CH:8]=1)[CH3:2]. The catalyst is C(OCC)(=O)C.[Pd]. The product is [CH2:1]([O:3][C:4](=[O:33])[CH:5]([O:30][CH2:31][CH3:32])[CH2:6][C:7]1[CH:12]=[CH:11][C:10]([O:13][CH2:14][CH2:15][C:16]2[CH:17]=[CH:18][C:19]([OH:22])=[CH:20][CH:21]=2)=[CH:9][CH:8]=1)[CH3:2]. The yield is 0.880.